Dataset: Tox21: 12 toxicity assays (nuclear receptors and stress response pathways). Task: Binary classification across 12 toxicity assays. (1) The drug is CNc1ccc(C(=O)CC(O)CCC(C)C2OC(=O)CC(O)CC(=O)CC(O)CC(O)CC(O)CC(O)CC3(O)CC(O)C(C(=O)OC)C(CC(O[C@@H]4O[C@H](C)[C@@H](O)[C@H](N)[C@@H]4O)C=CC=CC=CC=CC=CC=CC=CC2C)O3)cc1. It tested positive (active) for: SR-MMP (Mitochondrial Membrane Potential disruption). (2) The compound is C=C(c1ccc(C(=O)O)cc1)c1cc2c(cc1C)C(C)(C)CCC2(C)C. It tested positive (active) for: SR-HSE (Heat Shock Element response), and SR-MMP (Mitochondrial Membrane Potential disruption). (3) The molecule is OCCCCCCCCCCCCBr. It tested positive (active) for: SR-MMP (Mitochondrial Membrane Potential disruption), and SR-p53 (p53 tumor suppressor activation). (4) The compound is CCN(CC)c1cccc(O)c1. It tested positive (active) for: NR-AhR (Aryl hydrocarbon Receptor agonist activity), and NR-ER (Estrogen Receptor agonist activity). (5) It tested positive (active) for: SR-ARE (Antioxidant Response Element (oxidative stress)). The compound is O=[N+]([O-])C(Br)(CO)CO.